The task is: Predict the reactants needed to synthesize the given product.. This data is from Full USPTO retrosynthesis dataset with 1.9M reactions from patents (1976-2016). (1) The reactants are: C[O:2][C:3](=[O:33])[CH2:4][CH2:5][CH2:6][CH2:7][CH2:8][CH2:9][N:10]1[C:14](=[O:15])[CH2:13][CH2:12][C@@H:11]1/[CH:16]=[CH:17]/[CH:18]([OH:32])[C:19]1[CH:20]=[C:21]([C:25]2[CH:30]=[CH:29][CH:28]=[CH:27][C:26]=2[CH3:31])[CH:22]=[CH:23][CH:24]=1. Given the product [OH:32][CH:18]([C:19]1[CH:20]=[C:21]([C:25]2[CH:30]=[CH:29][CH:28]=[CH:27][C:26]=2[CH3:31])[CH:22]=[CH:23][CH:24]=1)/[CH:17]=[CH:16]/[C@H:11]1[CH2:12][CH2:13][C:14](=[O:15])[N:10]1[CH2:9][CH2:8][CH2:7][CH2:6][CH2:5][CH2:4][C:3]([OH:33])=[O:2], predict the reactants needed to synthesize it. (2) The reactants are: [CH:1]1[C:6](/[CH:7]=[CH:8]/[C:9]([OH:11])=[O:10])=[CH:5][CH:4]=[C:3](O)[CH:2]=1.C(O)(=O)/C=C/C1C=CC(O)=C(O)C=1.C(O)(=O)/C=C/C1C=CC(O)=C(OC)C=1.C(O)(=O)/C=C/C1C=C(OC)C(O)=C(OC)C=1.COC1C=C(/C=C/C=O)C=CC=1O.C(O)/C=C/C1C=CC(O)=CC=1.C(O)/C=C/C1C=CC(O)=C(OC)C=1.C(O)/C=C/C1C=C(OC)C(O)=C(OC)C=1. Given the product [C:9]([OH:11])(=[O:10])[CH:8]=[CH:7][C:6]1[CH:5]=[CH:4][CH:3]=[CH:2][CH:1]=1, predict the reactants needed to synthesize it. (3) Given the product [NH2:20][C:11]1[C:10]2[N:9]=[C:8]([CH2:21][CH2:22][O:23][CH3:24])[N:7]([CH2:6][CH2:5][O:4][CH2:3][CH2:2][NH:1][C:32](=[O:39])[C:33]3[CH:38]=[CH:37][CH:36]=[CH:35][CH:34]=3)[C:19]=2[C:18]2[CH:17]=[CH:16][CH:15]=[CH:14][C:13]=2[N:12]=1, predict the reactants needed to synthesize it. The reactants are: [NH2:1][CH2:2][CH2:3][O:4][CH2:5][CH2:6][N:7]1[C:19]2[C:18]3[CH:17]=[CH:16][CH:15]=[CH:14][C:13]=3[N:12]=[C:11]([NH2:20])[C:10]=2[N:9]=[C:8]1[CH2:21][CH2:22][O:23][CH3:24].CCN(CC)CC.[C:32](Cl)(=[O:39])[C:33]1[CH:38]=[CH:37][CH:36]=[CH:35][CH:34]=1.